From a dataset of Reaction yield outcomes from USPTO patents with 853,638 reactions. Predict the reaction yield, written as a fraction of the theoretical maximum amount of product (1.0 means a 100% yield; for example, 0.34 means a 34% yield). (1) The reactants are [Cl:1][C:2]1[CH:3]=[C:4]2[C:8](=[CH:9][CH:10]=1)[NH:7][C:6](=[O:11])[CH2:5]2.[CH2:12]([O:14][C:15]([C:17]1[NH:18][C:19]([CH:23]=O)=[C:20]([CH3:22])[CH:21]=1)=[O:16])[CH3:13]. No catalyst specified. The product is [CH2:12]([O:14][C:15]([C:17]1[NH:18][C:19]([CH:23]=[C:5]2[C:4]3[C:8](=[CH:9][CH:10]=[C:2]([Cl:1])[CH:3]=3)[NH:7][C:6]2=[O:11])=[C:20]([CH3:22])[CH:21]=1)=[O:16])[CH3:13]. The yield is 0.940. (2) The reactants are [Br:1][C:2]1[CH:7]=[CH:6][C:5]([S:8]([N:11]2[CH2:15][CH2:14][CH2:13][CH:12]2[CH2:16][OH:17])(=[O:10])=[O:9])=[CH:4][CH:3]=1.N1C=CN=C1.[C:23]([Si:27](Cl)([CH3:29])[CH3:28])([CH3:26])([CH3:25])[CH3:24]. The catalyst is C(Cl)Cl. The product is [Br:1][C:2]1[CH:3]=[CH:4][C:5]([S:8]([N:11]2[CH2:15][CH2:14][CH2:13][CH:12]2[CH2:16][O:17][Si:27]([C:23]([CH3:26])([CH3:25])[CH3:24])([CH3:29])[CH3:28])(=[O:10])=[O:9])=[CH:6][CH:7]=1. The yield is 0.990.